From a dataset of Full USPTO retrosynthesis dataset with 1.9M reactions from patents (1976-2016). Predict the reactants needed to synthesize the given product. Given the product [NH2:1][C:4]1[CH:9]=[CH:8][C:7]([CH:10]([CH2:16][C:17]([O:19][CH2:20][CH3:21])=[O:18])[C:11]([O:13][CH2:14][CH3:15])=[O:12])=[CH:6][CH:5]=1, predict the reactants needed to synthesize it. The reactants are: [N+:1]([C:4]1[CH:9]=[CH:8][C:7]([CH:10]([CH2:16][C:17]([O:19][CH2:20][CH3:21])=[O:18])[C:11]([O:13][CH2:14][CH3:15])=[O:12])=[CH:6][CH:5]=1)([O-])=O.C(O)(=O)C.